From a dataset of Full USPTO retrosynthesis dataset with 1.9M reactions from patents (1976-2016). Predict the reactants needed to synthesize the given product. (1) Given the product [CH3:30][O:29][C:25]1[CH:24]=[C:23]2[C:28](=[CH:27][CH:26]=1)[N:20]([C:17]1[CH:18]=[CH:19][C:14]([CH2:13][NH:12][C:11]([C:8]3([NH2:7])[CH2:9][CH2:10]3)=[O:37])=[CH:15][CH:16]=1)[C:21]([C:31]1[O:35][N:34]=[C:33]([CH3:36])[N:32]=1)=[CH:22]2, predict the reactants needed to synthesize it. The reactants are: C(OC(=O)[NH:7][C:8]1([C:11](=[O:37])[NH:12][CH2:13][C:14]2[CH:19]=[CH:18][C:17]([N:20]3[C:28]4[C:23](=[CH:24][C:25]([O:29][CH3:30])=[CH:26][CH:27]=4)[CH:22]=[C:21]3[C:31]3[O:35][N:34]=[C:33]([CH3:36])[N:32]=3)=[CH:16][CH:15]=2)[CH2:10][CH2:9]1)(C)(C)C.FC(F)(F)C(O)=O. (2) Given the product [NH2:9][CH2:10][C:11]1[CH:12]=[N:13][C:14]([CH2:17][CH:18]2[CH2:23][CH2:22][CH2:21][CH2:20][CH2:19]2)=[CH:15][CH:16]=1, predict the reactants needed to synthesize it. The reactants are: Cl.C(OC([NH:9][CH2:10][C:11]1[CH:12]=[N:13][C:14]([CH2:17][CH:18]2[CH2:23][CH2:22][CH2:21][CH2:20][CH2:19]2)=[CH:15][CH:16]=1)=O)(C)(C)C.CCCCCC. (3) Given the product [Cl-:1].[CH3:11][N:12]1[C:20]2[C:15](=[CH:16][CH:17]=[CH:18][CH:19]=2)[C:14]([CH:21]=[C:2]2[C:10]3[N+:5](=[CH:6][CH:7]=[CH:8][CH:9]=3)[CH2:4][CH2:3]2)=[CH:13]1, predict the reactants needed to synthesize it. The reactants are: [Cl-:1].[CH2:2]1[C:10]2[N+:5](=[CH:6][CH:7]=[CH:8][CH:9]=2)[CH2:4][CH2:3]1.[CH3:11][N:12]1[C:20]2[C:15](=[CH:16][CH:17]=[CH:18][CH:19]=2)[C:14]([CH:21]=O)=[CH:13]1.N1CCCC1. (4) Given the product [CH2:26]([O:1][C:2]1[CH:11]=[CH:10][C:5]2[C:6](=[O:9])[CH2:7][O:8][C:4]=2[C:3]=1[CH2:12][N:13]1[CH2:14][CH2:15][N:16]([C:19]([O:21][C:22]([CH3:25])([CH3:24])[CH3:23])=[O:20])[CH2:17][CH2:18]1)[CH3:27], predict the reactants needed to synthesize it. The reactants are: [OH:1][C:2]1[CH:11]=[CH:10][C:5]2[C:6](=[O:9])[CH2:7][O:8][C:4]=2[C:3]=1[CH2:12][N:13]1[CH2:18][CH2:17][N:16]([C:19]([O:21][C:22]([CH3:25])([CH3:24])[CH3:23])=[O:20])[CH2:15][CH2:14]1.[CH2:26](O)[CH3:27].C1(P(C2C=CC=CC=2)C2C=CC=CC=2)C=CC=CC=1.N(C(OCC)=O)=NC(OCC)=O. (5) Given the product [N:19]1[CH:20]=[CH:21][C:16]([CH:15]=[CH:13][C:11]([OH:12])=[O:32])=[CH:17][CH:18]=1, predict the reactants needed to synthesize it. The reactants are: COC1C=C2C[CH:13]([CH2:15][CH:16]3[CH2:21][CH2:20][N:19](CC4C=CC=CC=4)[CH2:18][CH2:17]3)[C:11](=[O:12])C2=CC=1OC.C(O)(=O)CC(O)=[O:32].